From a dataset of Forward reaction prediction with 1.9M reactions from USPTO patents (1976-2016). Predict the product of the given reaction. (1) Given the reactants [CH:1]1([C@H:4]([C:6]2[CH:11]=[CH:10][CH:9]=[C:8]([C:12](O)([CH3:15])[CH2:13][CH3:14])[C:7]=2[OH:17])[CH3:5])[CH2:3][CH2:2]1.C([SiH](CC)CC)C.FC(F)(F)C(O)=O.O.O.O.[F-].C([N+](CCCC)(CCCC)CCCC)CCC, predict the reaction product. The product is: [CH:1]1([C@H:4]([C:6]2[CH:11]=[CH:10][CH:9]=[C:8]([CH:12]([CH2:13][CH3:14])[CH3:15])[C:7]=2[OH:17])[CH3:5])[CH2:3][CH2:2]1. (2) Given the reactants [NH2:1][C:2]1[CH:3]=[C:4]([C:8]2[CH:17]=[N:16][C:15]3[C:14]([N:18]4[CH2:23][CH2:22][O:21][CH2:20][CH2:19]4)=[N:13][C:12]([C:24]4[CH:25]=[N:26][C:27]([NH:30][C:31](=[O:37])[O:32][C:33]([CH3:36])([CH3:35])[CH3:34])=[N:28][CH:29]=4)=[N:11][C:10]=3[CH:9]=2)[CH:5]=[CH:6][CH:7]=1.[Cl:38][CH2:39][C:40](Cl)=[O:41].C(N(CC)CC)C, predict the reaction product. The product is: [Cl:38][CH2:39][C:40]([NH:1][C:2]1[CH:3]=[C:4]([C:8]2[CH:17]=[N:16][C:15]3[C:14]([N:18]4[CH2:23][CH2:22][O:21][CH2:20][CH2:19]4)=[N:13][C:12]([C:24]4[CH:25]=[N:26][C:27]([NH:30][C:31](=[O:37])[O:32][C:33]([CH3:34])([CH3:36])[CH3:35])=[N:28][CH:29]=4)=[N:11][C:10]=3[CH:9]=2)[CH:5]=[CH:6][CH:7]=1)=[O:41].